From a dataset of Reaction yield outcomes from USPTO patents with 853,638 reactions. Predict the reaction yield, written as a fraction of the theoretical maximum amount of product (1.0 means a 100% yield; for example, 0.34 means a 34% yield). (1) The reactants are [ClH:1].N[C:3]1[CH:12]=[C:11]2[C:6]([CH:7]=[CH:8][C:9](=[O:13])[NH:10]2)=[CH:5][CH:4]=1.N([O-])=O.[Na+].[S:18](=[O:20])=[O:19]. The catalyst is C(#N)C.O.O.O.[Cu](Cl)Cl.C(O)(=O)C. The product is [O:13]=[C:9]1[CH:8]=[CH:7][C:6]2[C:11](=[CH:12][C:3]([S:18]([Cl:1])(=[O:20])=[O:19])=[CH:4][CH:5]=2)[NH:10]1. The yield is 0.550. (2) The reactants are [CH3:1][C@@:2]1([C:7]([OH:9])=[O:8])[CH2:6][CH2:5][CH2:4][NH:3]1.[C:10](Cl)(=[O:12])[CH3:11].C(N(CC)C(C)C)(C)C. The catalyst is CN(C)C(=O)C. The product is [C:10]([N:3]1[CH2:4][CH2:5][CH2:6][C@@:2]1([CH3:1])[C:7]([OH:9])=[O:8])(=[O:12])[CH3:11]. The yield is 0.400. (3) The reactants are Br[C:2]1[C:3]([F:28])=[C:4]([N:8]2[CH:13]=[C:12]([O:14][CH3:15])[C:11](=[O:16])[C:10]([C:17]3[N:21]([C:22]4[CH:27]=[CH:26][CH:25]=[CH:24][CH:23]=4)[N:20]=[CH:19][CH:18]=3)=[N:9]2)[CH:5]=[CH:6][CH:7]=1.[NH:29]1[CH2:34][CH2:33][CH2:32][CH2:31][C:30]1=[O:35].CNCCNC.[O-]P([O-])([O-])=O.[K+].[K+].[K+].C([O-])(O)=O.[Na+]. The catalyst is O1CCOCC1.[Cu]I. The product is [F:28][C:3]1[C:2]([N:29]2[CH2:34][CH2:33][CH2:32][CH2:31][C:30]2=[O:35])=[CH:7][CH:6]=[CH:5][C:4]=1[N:8]1[CH:13]=[C:12]([O:14][CH3:15])[C:11](=[O:16])[C:10]([C:17]2[N:21]([C:22]3[CH:27]=[CH:26][CH:25]=[CH:24][CH:23]=3)[N:20]=[CH:19][CH:18]=2)=[N:9]1. The yield is 0.230. (4) The reactants are [Br:1][C:2]1[C:3]([CH2:20][C:21]([NH:23][N:24]([C:38]2[CH:43]=[CH:42][C:41]([O:44][CH3:45])=[CH:40][CH:39]=2)[C:25]2[C:30]([N:31]3[CH2:36][CH2:35][CH2:34][CH2:33][CH2:32]3)=[CH:29][CH:28]=[CH:27][C:26]=2[CH3:37])=[O:22])=[CH:4][C:5]([O:18][CH3:19])=[C:6]([CH:17]=1)[C:7]([O:9]N1C(=O)CCC1=O)=O.[CH3:46][N:47]1[CH2:52][CH2:51][NH:50][CH2:49][CH2:48]1. The catalyst is ClCCl. The product is [CH3:45][O:44][C:41]1[CH:42]=[CH:43][C:38]([N:24]([C:25]2[C:30]([N:31]3[CH2:36][CH2:35][CH2:34][CH2:33][CH2:32]3)=[CH:29][CH:28]=[CH:27][C:26]=2[CH3:37])[NH:23][C:21](=[O:22])[CH2:20][C:3]2[CH:4]=[C:5]([O:18][CH3:19])[C:6]([C:7]([N:50]3[CH2:51][CH2:52][N:47]([CH3:46])[CH2:48][CH2:49]3)=[O:9])=[CH:17][C:2]=2[Br:1])=[CH:39][CH:40]=1. The yield is 0.540.